Binary Classification. Given a miRNA mature sequence and a target amino acid sequence, predict their likelihood of interaction. From a dataset of Experimentally validated miRNA-target interactions with 360,000+ pairs, plus equal number of negative samples. (1) The miRNA is hsa-miR-3170 with sequence CUGGGGUUCUGAGACAGACAGU. The protein sequence of the target gene is MAAACGPGAAGYCLLLGLHLFLLTAGPALGWNDPDRMLLRDVKALTLHYDRYTTSRRLDPIPQLKCVGGTAGCDSYTPKVIQCQNKGWDGYDVQWECKTDLDIAYKFGKTVVSCEGYESSEDQYVLRGSCGLEYNLDYTELGLQKLKESGKQHGFASFSDYYYKWSSADSCNMSGLITIVVLLGIAFVVYKLFLSDGQYSPPPYSEYPPFSHRYQRFTNSAGPPPPGFKSEFTGPQNTGHGATSGFGSAFTGQQGYENSGPGFWTGLGTGGILGYLFGSNRAATPFSDSWYYPSYPPSYP.... Result: 0 (no interaction). (2) The miRNA is hsa-miR-6873-5p with sequence CAGAGGGAAUACAGAGGGCAAU. The protein sequence of the target gene is MAPFGRNLLKTRHKNRSPTKDMDPEEKEIVVWVCQDEKIVCGLTKRTTSIDVIQALLEEHEATFGEKRFLLGKASDYCIVEKWRGSERALPPLTRILKLWKAWGDEQPNMQFVLVKTDAFLPVPLWRTAETKLVQNNEKPWELSPANYMKTLPPDKQKRIVRKTFRKLAKIRQDTSSHDRDNMECLVHLIISQDHTIHQQVQRMKELDMEIEKCEAKIHLDRVGNDGANYVHEAYLMPRLSDEEQKLDIQAEINQTLEDLNDSEGMAQLEEQLQYYRALIDKLSAEIEREVKGAGIDGIE.... Result: 0 (no interaction). (3) The miRNA is mmu-miR-93-5p with sequence CAAAGUGCUGUUCGUGCAGGUAG. The protein sequence of the target gene is MPWEEPAGEKPSCSHSQKAFHMEPAQKPCFTTDMVTWALLCISAETVRGEAPSQPRGIPHRSPVSVDDLWLEKTQRKKLQKQAHVERRLHIGAVHKDGVKCWRKTIITSPESLNLPRRSHPLSQSAPTGLNHMGWPEHTPGTAMPDGALDTAVCADEVGSEEDLYDDLHSSSHHYSHPGGGGEQLAINELISDGSVVCAEALWDHVTMDDQELGFKAGDVIEVMDATNREWWWGRVADGEGWFPASFVRLRVNQDEPADDDAPLAGNSGAEDGGAEAQSSKDQMRTNVINEILSTERDYI.... Result: 0 (no interaction). (4) The miRNA is hsa-miR-4523 with sequence GACCGAGAGGGCCUCGGCUGU. The protein sequence of the target gene is MAAEATAVAGSGAVGGCLAKDGLQQSKCPDTTPKRRRASSLSRDAERRAYQWCREYLGGAWRRVQPEELRVYPVSGGLSNLLFRCSLPDHLPSVGEEPREVLLRLYGAILQGVDSLVLESVMFAILAERSLGPQLYGVFPEGRLEQYIPSRPLKTQELREPVLSAAIATKMAQFHGMEMPFTKEPHWLFGTMERYLKQIQDLPPTGLPEMNLLEMYSLKDEMGNLRKLLESTPSPVVFCHNDIQEGNILLLSEPENADSLMLVDFEYSSYNYRGFDIGNHFCEWVYDYTHEEWPFYKARP.... Result: 0 (no interaction).